This data is from Cav3 T-type calcium channel HTS with 100,875 compounds. The task is: Binary Classification. Given a drug SMILES string, predict its activity (active/inactive) in a high-throughput screening assay against a specified biological target. (1) The drug is O(CC(O)COc1ccc(N(C)C(=O)C)cc1)c1ccc(N(C)C(=O)C)cc1. The result is 0 (inactive). (2) The compound is BrC1=c2c(cn(C3CCCC3)c(c2)c2ccc(OC)cc2)C(=O)C(OC(=O)CCC(OC)=O)(C1=O)C. The result is 0 (inactive). (3) The molecule is Clc1c(C(=O)NNC(=O)C2OCCC2)cccc1. The result is 0 (inactive). (4) The molecule is S1C(N(C(C1)C(O)=O)C(=O)C)c1cc(OC)c(OC)cc1. The result is 0 (inactive). (5) The drug is O=C1N(C(=O)NC1(c1ccccc1)C)CCOc1ccccc1. The result is 0 (inactive).